From a dataset of Forward reaction prediction with 1.9M reactions from USPTO patents (1976-2016). Predict the product of the given reaction. (1) Given the reactants C([O:3][C:4]([C:6]1[O:10][N:9]=[C:8]([CH2:11][C:12]2[CH:17]=[CH:16][CH:15]=[CH:14][CH:13]=2)[N:7]=1)=[O:5])C.O.[OH-].[Li+], predict the reaction product. The product is: [CH2:11]([C:8]1[N:7]=[C:6]([C:4]([OH:5])=[O:3])[O:10][N:9]=1)[C:12]1[CH:13]=[CH:14][CH:15]=[CH:16][CH:17]=1. (2) The product is: [C:21]1([CH:14]([C:15]2[CH:16]=[CH:17][CH:18]=[CH:19][CH:20]=2)[CH2:13][C:12]([N:9]2[CH2:10][CH2:11][N:6]([CH2:5][C:4]([OH:28])=[O:3])[CH2:7][CH2:8]2)=[O:27])[CH:22]=[CH:23][CH:24]=[CH:25][CH:26]=1. Given the reactants C([O:3][C:4](=[O:28])[CH2:5][N:6]1[CH2:11][CH2:10][N:9]([C:12](=[O:27])[CH2:13][CH:14]([C:21]2[CH:26]=[CH:25][CH:24]=[CH:23][CH:22]=2)[C:15]2[CH:20]=[CH:19][CH:18]=[CH:17][CH:16]=2)[CH2:8][CH2:7]1)C.[Li+].[OH-], predict the reaction product. (3) Given the reactants [C:1]([OH:9])(=O)[C:2]1[CH:7]=[CH:6][CH:5]=[CH:4][CH:3]=1.CCN=C=NCCCN(C)C.C(N(CC)CC)C.Cl.[S:29]1[CH:33]=[CH:32][CH:31]=[C:30]1[C:34]1[N:38]=[C:37]([CH:39]2[CH2:44][CH2:43][NH2+:42][CH2:41][CH2:40]2)[O:36][N:35]=1, predict the reaction product. The product is: [C:2]1([C:1]([N:42]2[CH2:43][CH2:44][CH:39]([C:37]3[O:36][N:35]=[C:34]([C:30]4[S:29][CH:33]=[CH:32][CH:31]=4)[N:38]=3)[CH2:40][CH2:41]2)=[O:9])[CH:3]=[CH:4][CH:5]=[CH:6][CH:7]=1. (4) Given the reactants [Br:1][C:2]1[CH:3]=[C:4]([N+:13]([O-])=O)[C:5]([CH3:12])=[C:6]([CH:11]=1)[C:7]([O:9][CH3:10])=[O:8].[Cl-].[NH4+].O, predict the reaction product. The product is: [NH2:13][C:4]1[C:5]([CH3:12])=[C:6]([CH:11]=[C:2]([Br:1])[CH:3]=1)[C:7]([O:9][CH3:10])=[O:8]. (5) Given the reactants C([N:3](CC)CC)C.C1(P(N=[N+]=[N-])(C2C=CC=CC=2)=O)C=CC=CC=1.[CH2:25]([O:32][C:33]([N:35]1[CH2:42][C:41]2[C:37](C(O)=O)([CH2:38][CH2:39][CH:40]=2)[CH2:36]1)=[O:34])[C:26]1[CH:31]=[CH:30][CH:29]=[CH:28][CH:27]=1.[C:46](O[C:46]([O:48][C:49]([CH3:52])([CH3:51])[CH3:50])=[O:47])([O:48][C:49]([CH3:52])([CH3:51])[CH3:50])=[O:47], predict the reaction product. The product is: [CH2:25]([O:32][C:33]([N:35]1[CH2:42][C:41]2[C:37]([NH:3][C:46]([O:48][C:49]([CH3:52])([CH3:51])[CH3:50])=[O:47])([CH2:38][CH2:39][CH:40]=2)[CH2:36]1)=[O:34])[C:26]1[CH:27]=[CH:28][CH:29]=[CH:30][CH:31]=1.